Dataset: Full USPTO retrosynthesis dataset with 1.9M reactions from patents (1976-2016). Task: Predict the reactants needed to synthesize the given product. (1) Given the product [Br:1][C:2]1[CH:7]=[CH:6][C:5]([O:8][CH3:13])=[C:4]([N+:9]([O-:11])=[O:10])[C:3]=1[CH3:12], predict the reactants needed to synthesize it. The reactants are: [Br:1][C:2]1[CH:7]=[CH:6][C:5]([OH:8])=[C:4]([N+:9]([O-:11])=[O:10])[C:3]=1[CH3:12].[C:13](=O)([O-])[O-].[K+].[K+].CI. (2) Given the product [NH2:1][C@H:2]1[CH2:7][CH2:6][CH2:5][CH2:4][C@H:3]1[NH:8][C:9]1[N:31]=[C:30]([NH:32][C:33]2[CH:38]=[CH:37][C:36]([C:39]3[N:40]=[CH:41][S:42][CH:43]=3)=[C:35]([F:44])[CH:34]=2)[C:29]([C:45]([NH2:47])=[O:46])=[CH:28][N:27]=1, predict the reactants needed to synthesize it. The reactants are: [NH2:1][C@@H:2]1[CH2:7][CH2:6][CH2:5][CH2:4][C@@H:3]1[NH:8][C:9](=O)OC(C)(C)C.N1(OC2[N:31]=[C:30]([NH:32][C:33]3[CH:38]=[CH:37][C:36]([C:39]4[N:40]=[CH:41][S:42][CH:43]=4)=[C:35]([F:44])[CH:34]=3)[C:29]([C:45]([NH2:47])=[O:46])=[CH:28][N:27]=2)C2C=CC=CC=2N=N1.CCN(C(C)C)C(C)C.C(O)(C(F)(F)F)=O. (3) Given the product [F:1][C:2]1[CH:7]=[CH:6][C:5]([C:8]2[N:9]=[CH:10][N:11]3[CH:16]=[C:15]4[C:17]5([CH2:30][C:31]6[CH:36]=[CH:35][CH:34]=[CH:33][N:32]=6)[CH2:29][CH2:28][C:23](=[O:24])[CH2:22][CH:18]5[CH2:19][CH2:20][CH2:21][C:14]4=[CH:13][C:12]=23)=[CH:4][CH:3]=1, predict the reactants needed to synthesize it. The reactants are: [F:1][C:2]1[CH:7]=[CH:6][C:5]([C:8]2[N:9]=[CH:10][N:11]3[CH:16]=[C:15]4[C:17]5([CH2:30][C:31]6[CH:36]=[CH:35][CH:34]=[CH:33][N:32]=6)[CH2:29][CH2:28][C:23]6(OCC[O:24]6)[CH2:22][CH:18]5[CH2:19][CH2:20][CH2:21][C:14]4=[CH:13][C:12]=23)=[CH:4][CH:3]=1.Cl.C([O-])(O)=O.[Na+].CCOC(C)=O.